From a dataset of Forward reaction prediction with 1.9M reactions from USPTO patents (1976-2016). Predict the product of the given reaction. (1) Given the reactants [N:1]1([C:7]2[CH:15]=[C:14]3[C:10]([CH:11]=[CH:12][NH:13]3)=[CH:9][CH:8]=2)[CH2:6][CH2:5][NH:4][CH2:3][CH2:2]1.Cl[CH2:17][CH2:18][N:19]1[C:23]2[CH:24]=[CH:25][CH:26]=[CH:27][C:22]=2[N:21]([C:28]([CH3:30])=[CH2:29])[C:20]1=[O:31], predict the reaction product. The product is: [NH:13]1[C:14]2[C:10](=[CH:9][CH:8]=[C:7]([N:1]3[CH2:6][CH2:5][N:4]([C:27]4[C:22]5[N:21]([C:28]([CH3:30])=[CH2:29])[C:20](=[O:31])[N:19]([CH2:18][CH3:17])[C:23]=5[CH:24]=[CH:25][CH:26]=4)[CH2:3][CH2:2]3)[CH:15]=2)[CH:11]=[CH:12]1. (2) The product is: [C:1]([O:5][C:6]([N:8]1[CH2:9][CH2:10][N:11]([CH2:14][C:15]2[NH:16][C:17](=[O:30])[C:18]3[C:23]([CH3:24])=[C:22]([C:25]([OH:27])=[O:26])[S:21][C:19]=3[N:20]=2)[CH2:12][CH2:13]1)=[O:7])([CH3:4])([CH3:2])[CH3:3]. Given the reactants [C:1]([O:5][C:6]([N:8]1[CH2:13][CH2:12][N:11]([CH2:14][C:15]2[NH:16][C:17](=[O:30])[C:18]3[C:23]([CH3:24])=[C:22]([C:25]([O:27]CC)=[O:26])[S:21][C:19]=3[N:20]=2)[CH2:10][CH2:9]1)=[O:7])([CH3:4])([CH3:3])[CH3:2].Cl, predict the reaction product. (3) Given the reactants [F:1][C:2]([F:7])([F:6])[C:3]([O-:5])=[O:4].C([O:15][C:16]1[C:17](=[O:41])[CH2:18][CH:19]=[N+:20]2[CH:25]([CH2:26][C:27]([N:29]([CH3:31])[CH3:30])=[O:28])[CH2:24][N:23]([CH2:32][C:33]3[CH:38]=[CH:37][C:36]([F:39])=[CH:35][CH:34]=3)[C:22](=[O:40])[C:21]=12)C1C=CC=CC=1, predict the reaction product. The product is: [F:1][C:2]([F:7])([F:6])[C:3]([O-:5])=[O:4].[CH3:31][N:29]([CH3:30])[C:27](=[O:28])[CH2:26][CH:25]1[N+:20]2=[CH:19][CH2:18][C:17](=[O:41])[C:16]([OH:15])=[C:21]2[C:22](=[O:40])[N:23]([CH2:32][C:33]2[CH:34]=[CH:35][C:36]([F:39])=[CH:37][CH:38]=2)[CH2:24]1. (4) Given the reactants [CH3:1][C@:2]1([NH:21][C:22]2[CH:27]=[N:26][C:25]([C:28]([F:31])([F:30])[F:29])=[CH:24][N:23]=2)[CH2:6][CH2:5][CH2:4][C@@H:3]1[NH:7][C:8]([C:10]1[C:15]([N:16]2[N:20]=[CH:19][CH:18]=[N:17]2)=[CH:14][CH:13]=[CH:12]N=1)=[O:9].C[C@]1(NC2C=NC(C(F)(F)F)=CN=2)CCC[C@@H]1N.[Cl:50][C:51]1C=CC=C(N2N=CC=N2)C=1C(O)=O, predict the reaction product. The product is: [Cl:50][C:51]1[CH:12]=[CH:13][CH:14]=[C:15]([N:16]2[N:20]=[CH:19][CH:18]=[N:17]2)[C:10]=1[C:8]([NH:7][C@H:3]1[CH2:4][CH2:5][CH2:6][C@:2]1([CH3:1])[NH:21][C:22]1[CH:27]=[N:26][C:25]([C:28]([F:30])([F:29])[F:31])=[CH:24][N:23]=1)=[O:9]. (5) Given the reactants [NH2:1][CH:2]([CH:7]([C:9]1[C:17]2[C:12](=[CH:13][CH:14]=[CH:15][CH:16]=2)[NH:11][CH:10]=1)[CH3:8])[C:3]([O:5][CH3:6])=[O:4].[CH2:33]1[C:34](=O)[N:29](OC(O[N:29]2[C:34](=O)[CH2:33][CH2:32][C:30]2=[O:31])=O)[C:30](=[O:31])[CH2:32]1.Cl.[F:37][C:38]1[CH:43]=[CH:42][C:41](C2CCNCC2)=[CH:40][CH:39]=1.[CH2:50]1[CH2:60]CN2C(=NCCC2)CC1.C(=O)([O-])[OH:62].[Na+], predict the reaction product. The product is: [F:37][C:38]1[CH:39]=[CH:40][C:41]([O:62][CH:32]2[CH2:33][CH2:34][N:29]([C:30]([NH:1][CH:2]([CH:7]([C:9]3[C:17]4[C:12](=[CH:13][CH:14]=[CH:15][CH:16]=4)[NH:11][CH:10]=3)[CH3:8])[C:3]([O:5][CH3:6])=[O:4])=[O:31])[CH2:50][CH2:60]2)=[CH:42][CH:43]=1.